From a dataset of Full USPTO retrosynthesis dataset with 1.9M reactions from patents (1976-2016). Predict the reactants needed to synthesize the given product. Given the product [Br:10][CH2:11][CH2:12][CH2:13][O:9][C:5]1[CH:6]=[CH:7][CH:8]=[C:3]([CH2:1][CH3:2])[CH:4]=1, predict the reactants needed to synthesize it. The reactants are: [CH2:1]([C:3]1[CH:4]=[C:5]([OH:9])[CH:6]=[CH:7][CH:8]=1)[CH3:2].[Br:10][CH2:11][CH2:12][CH2:13]Br.C(=O)([O-])[O-].[K+].[K+].